Dataset: Full USPTO retrosynthesis dataset with 1.9M reactions from patents (1976-2016). Task: Predict the reactants needed to synthesize the given product. (1) Given the product [F:27][C:26]1[C:21]([O:14][C:13]([C:8]2[NH:9][C:10]3[C:6]([CH:7]=2)=[CH:5][C:4]([N+:1]([O-:3])=[O:2])=[CH:12][CH:11]=3)=[O:15])=[C:22]([F:31])[C:23]([F:30])=[C:24]([F:29])[C:25]=1[F:28], predict the reactants needed to synthesize it. The reactants are: [N+:1]([C:4]1[CH:5]=[C:6]2[C:10](=[CH:11][CH:12]=1)[NH:9][C:8]([C:13]([OH:15])=[O:14])=[CH:7]2)([O-:3])=[O:2].FC(F)(F)C(O[C:21]1[C:26]([F:27])=[C:25]([F:28])[C:24]([F:29])=[C:23]([F:30])[C:22]=1[F:31])=O. (2) Given the product [CH2:14]([CH:15]([CH2:18][CH3:19])[C@H:16]([NH:10][C@H:3]([C:4]1[CH:9]=[CH:8][CH:7]=[CH:6][CH:5]=1)[CH3:2])[C:11]#[N:12])[CH3:20], predict the reactants needed to synthesize it. The reactants are: Cl.[CH3:2][C@H:3]([NH2:10])[C:4]1[CH:9]=[CH:8][CH:7]=[CH:6][CH:5]=1.[C-:11]#[N:12].[K+].[CH3:14][CH:15]([CH2:18][CH3:19])[CH:16]=O.[CH3:20]O.O.